Dataset: Full USPTO retrosynthesis dataset with 1.9M reactions from patents (1976-2016). Task: Predict the reactants needed to synthesize the given product. (1) Given the product [C:8]([C:7]1[C:2]([F:28])=[CH:3][C:4]([NH:10][C:11]([N:13]2[C:22]3[C:17](=[CH:18][CH:19]=[C:20]([CH:23]([O:26][CH3:27])[O:24][CH3:25])[N:21]=3)[CH2:16][CH2:15][CH2:14]2)=[O:12])=[N:5][CH:6]=1)#[N:9], predict the reactants needed to synthesize it. The reactants are: Cl[C:2]1[C:7]([C:8]#[N:9])=[CH:6][N:5]=[C:4]([NH:10][C:11]([N:13]2[C:22]3[C:17](=[CH:18][CH:19]=[C:20]([CH:23]([O:26][CH3:27])[O:24][CH3:25])[N:21]=3)[CH2:16][CH2:15][CH2:14]2)=[O:12])[CH:3]=1.[F-:28].[K+]. (2) Given the product [CH3:65][O:66][C:67](=[O:71])[CH2:68][CH2:69][NH:70][C:24](=[O:25])[C:23]1[CH:27]=[CH:28][C:20]([O:19][CH:16]([CH2:15][C:12]2[CH:13]=[CH:14][C:9]([C:6]3[CH:7]=[CH:8][C:3]([C:2]([F:30])([F:29])[F:1])=[CH:4][CH:5]=3)=[CH:10][CH:11]=2)[CH2:17][CH3:18])=[CH:21][CH:22]=1, predict the reactants needed to synthesize it. The reactants are: [F:1][C:2]([F:30])([F:29])[C:3]1[CH:8]=[CH:7][C:6]([C:9]2[CH:14]=[CH:13][C:12]([CH2:15][CH:16]([O:19][C:20]3[CH:28]=[CH:27][C:23]([C:24](O)=[O:25])=[CH:22][CH:21]=3)[CH2:17][CH3:18])=[CH:11][CH:10]=2)=[CH:5][CH:4]=1.C1CN([P+](ON2N=NC3C=CC=CC2=3)(N2CCCC2)N2CCCC2)CC1.F[P-](F)(F)(F)(F)F.Cl.[CH3:65][O:66][C:67](=[O:71])[CH2:68][CH2:69][NH2:70].C(N(C(C)C)C(C)C)C. (3) Given the product [NH:13]1[C:14](=[O:16])[C:15]2[NH:7][CH:8]=[N:9][C:10]=2[NH:11][C:12]1=[O:17], predict the reactants needed to synthesize it. The reactants are: ClC1C=CC(C[N:7]2[C:15]3[C:14](=[O:16])[NH:13][C:12](=[O:17])[N:11](C)[C:10]=3[N:9]=[C:8]2OC2C=CC=C(OC(F)(F)F)C=2)=CC=1.C(=O)([O-])[O-].[K+].[K+].BrCCCO[Si](C(C)(C)C)(C)C. (4) Given the product [NH2:28][C:24]1[CH:23]=[C:22]([CH:27]=[CH:26][CH:25]=1)[O:21][C:18]1[CH:19]=[CH:20][C:15]([C:7]2[N:6]=[C:5]([CH:1]3[CH2:2][CH2:3][CH2:4]3)[N:9]3[CH:10]=[CH:11][N:12]=[C:13]([NH2:14])[C:8]=23)=[CH:16][CH:17]=1, predict the reactants needed to synthesize it. The reactants are: [CH:1]1([C:5]2[N:9]3[CH:10]=[CH:11][N:12]=[C:13]([NH2:14])[C:8]3=[C:7]([C:15]3[CH:20]=[CH:19][C:18]([O:21][C:22]4[CH:27]=[CH:26][CH:25]=[C:24]([N+:28]([O-])=O)[CH:23]=4)=[CH:17][CH:16]=3)[N:6]=2)[CH2:4][CH2:3][CH2:2]1.CCO.Cl.C([O-])(O)=O.[Na+]. (5) Given the product [Cl:18][C:6]1[C:7]2[S:12][CH:11]=[CH:10][C:8]=2[N:9]=[C:4]([CH:1]([CH3:3])[CH3:2])[N:5]=1, predict the reactants needed to synthesize it. The reactants are: [CH:1]([C:4]1[N:5]=[C:6](O)[C:7]2[S:12][CH:11]=[CH:10][C:8]=2[N:9]=1)([CH3:3])[CH3:2].[NH4+].[OH-].O=P(Cl)(Cl)[Cl:18].